Task: Predict the reactants needed to synthesize the given product.. Dataset: Full USPTO retrosynthesis dataset with 1.9M reactions from patents (1976-2016) (1) Given the product [Br:3][C:4]1[CH:5]=[C:6]([S:10]([NH:2][CH3:1])(=[O:12])=[O:11])[CH:7]=[CH:8][CH:9]=1, predict the reactants needed to synthesize it. The reactants are: [CH3:1][NH2:2].[Br:3][C:4]1[CH:5]=[C:6]([S:10](Cl)(=[O:12])=[O:11])[CH:7]=[CH:8][CH:9]=1.O. (2) Given the product [Br:12][C:13]1[CH:19]=[CH:18][CH:17]=[C:16]([Br:20])[C:14]=1[CH2:10][CH:9]([Cl:21])[C:8]#[N:11], predict the reactants needed to synthesize it. The reactants are: N(OC(C)(C)C)=O.[C:8](#[N:11])[CH:9]=[CH2:10].[Br:12][C:13]1[CH:19]=[CH:18][CH:17]=[C:16]([Br:20])[C:14]=1N.[ClH:21]. (3) Given the product [NH2:27][C:6]1[CH:5]=[CH:4][C:3]([N:8]=[N:9][C:10]2[CH:15]=[CH:14][C:13]([CH2:20][CH2:19][CH3:21])=[CH:12][CH:11]=2)=[CH:2][CH:7]=1, predict the reactants needed to synthesize it. The reactants are: N[C:2]1[CH:7]=[CH:6][CH:5]=[CH:4][C:3]=1[N:8]=[N:9][C:10]1[CH:15]=[CH:14][CH:13]=[CH:12][CH:11]=1.CCN(C(C)C)[CH:19]([CH3:21])[CH3:20].CC#[N:27]. (4) Given the product [NH2:38][C:36]1[N:37]=[C:32]([CH2:31][CH2:30][N:27]2[CH2:26][CH2:25][N:24]([C:21]3[CH:20]=[CH:19][C:18]([NH:17][C:15]([C:10]4[CH2:11][CH2:12][CH2:13][CH2:14][C:9]=4[C:6]4[CH:5]=[CH:4][C:3]([C:2]([F:1])([F:47])[F:46])=[CH:8][CH:7]=4)=[O:16])=[CH:23][CH:22]=3)[CH2:29][CH2:28]2)[CH:33]=[CH:34][CH:35]=1, predict the reactants needed to synthesize it. The reactants are: [F:1][C:2]([F:47])([F:46])[C:3]1[CH:8]=[CH:7][C:6]([C:9]2[CH2:14][CH2:13][CH2:12][CH2:11][C:10]=2[C:15]([NH:17][C:18]2[CH:23]=[CH:22][C:21]([N:24]3[CH2:29][CH2:28][N:27]([CH2:30][CH2:31][C:32]4[N:37]=[C:36]([NH:38]C(=O)OC(C)(C)C)[CH:35]=[CH:34][CH:33]=4)[CH2:26][CH2:25]3)=[CH:20][CH:19]=2)=[O:16])=[CH:5][CH:4]=1.FC(F)(F)C(O)=O. (5) Given the product [C:9]([O:13][C:14]([N:16]1[CH2:17][CH2:18][CH:19]([N:22]2[CH:26]=[C:25]([C:2]3[CH:7]=[N:6][C:5]([NH2:8])=[CH:4][CH:3]=3)[CH:24]=[N:23]2)[CH2:20][CH2:21]1)=[O:15])([CH3:12])([CH3:10])[CH3:11], predict the reactants needed to synthesize it. The reactants are: I[C:2]1[CH:3]=[CH:4][C:5]([NH2:8])=[N:6][CH:7]=1.[C:9]([O:13][C:14]([N:16]1[CH2:21][CH2:20][CH:19]([N:22]2[CH:26]=[C:25](B3OC(C)(C)C(C)(C)O3)[CH:24]=[N:23]2)[CH2:18][CH2:17]1)=[O:15])([CH3:12])([CH3:11])[CH3:10].C(=O)([O-])[O-].[K+].[K+]. (6) Given the product [C:1]([O:5][C:6]([N:8]1[CH2:23][CH2:22][N:11]2[C:12]3[CH:13]=[CH:14][CH:15]=[CH:16][C:17]=3[C:18]([C:19]([N:35]3[CH2:36][CH2:37][CH:32]([C:27]4[CH:28]=[CH:29][CH:30]=[CH:31][C:26]=4[O:25][CH3:24])[CH2:33][CH2:34]3)=[O:21])=[C:10]2[CH2:9]1)=[O:7])([CH3:3])([CH3:4])[CH3:2], predict the reactants needed to synthesize it. The reactants are: [C:1]([O:5][C:6]([N:8]1[CH2:23][CH2:22][N:11]2[C:12]3[CH:13]=[CH:14][CH:15]=[CH:16][C:17]=3[C:18]([C:19]([OH:21])=O)=[C:10]2[CH2:9]1)=[O:7])([CH3:4])([CH3:3])[CH3:2].[CH3:24][O:25][C:26]1[CH:31]=[CH:30][CH:29]=[CH:28][C:27]=1[CH:32]1[CH2:37][CH2:36][NH:35][CH2:34][CH2:33]1.ON1C2C=CC=CC=2N=N1.Cl.CN(C)CCCN=C=NCC. (7) Given the product [ClH:33].[ClH:33].[CH2:1]([N:3]1[CH2:4][CH2:5][N:6]([C:9]2[C:18]3[C:13](=[CH:14][CH:15]=[CH:16][CH:17]=3)[CH:12]=[C:11]([C:19]3[CH:20]=[C:21]4[C:25](=[CH:26][CH:27]=3)[CH2:24][CH:23]([CH2:28][OH:29])[CH2:22]4)[N:10]=2)[CH2:7][CH2:8]1)[CH3:2], predict the reactants needed to synthesize it. The reactants are: [CH2:1]([N:3]1[CH2:8][CH2:7][N:6]([C:9]2[C:18]3[C:13](=[CH:14][CH:15]=[CH:16][CH:17]=3)[CH:12]=[C:11]([C:19]3[CH:20]=[C:21]4[C:25](=[CH:26][CH:27]=3)[CH2:24][CH:23]([C:28](OCC)=[O:29])[CH2:22]4)[N:10]=2)[CH2:5][CH2:4]1)[CH3:2].[Cl-:33].[Na+].[H-].[Al+3].[Li+].[H-].[H-].[H-].O.